This data is from Full USPTO retrosynthesis dataset with 1.9M reactions from patents (1976-2016). The task is: Predict the reactants needed to synthesize the given product. (1) Given the product [NH2:7][C@H:8]1[CH2:12][CH2:11][N:10]([C:13]([C:15]2[N:19]3[CH:20]=[C:21]([N:24]4[CH2:28][CH2:27][CH2:26][C@H:25]4[C:29]4[CH:34]=[C:33]([F:35])[CH:32]=[CH:31][C:30]=4[F:36])[CH:22]=[CH:23][C:18]3=[N:17][CH:16]=2)=[O:14])[CH2:9]1, predict the reactants needed to synthesize it. The reactants are: C(OC(=O)[NH:7][C@H:8]1[CH2:12][CH2:11][N:10]([C:13]([C:15]2[N:19]3[CH:20]=[C:21]([N:24]4[CH2:28][CH2:27][CH2:26][C@H:25]4[C:29]4[CH:34]=[C:33]([F:35])[CH:32]=[CH:31][C:30]=4[F:36])[CH:22]=[CH:23][C:18]3=[N:17][CH:16]=2)=[O:14])[CH2:9]1)(C)(C)C.Cl.O1CCOCC1. (2) Given the product [Br:38][C:39]1[CH:40]=[C:41]([CH:45]=[CH:46][CH:47]=1)[C:42]([C:2]1[CH:3]=[CH:4][C:5]([C:8]2[C:9]3[C:14](=[CH:13][CH:12]=[CH:11][CH:10]=3)[C:15]([C:22]3[CH:27]=[CH:26][CH:25]=[CH:24][CH:23]=3)=[C:16]3[C:21]=2[CH:20]=[CH:19][CH:18]=[CH:17]3)=[CH:6][CH:7]=1)=[O:43], predict the reactants needed to synthesize it. The reactants are: Br[C:2]1[CH:7]=[CH:6][C:5]([C:8]2[C:9]3[C:14]([C:15]([C:22]4[CH:27]=[CH:26][CH:25]=[CH:24][CH:23]=4)=[C:16]4[C:21]=2[CH:20]=[CH:19][CH:18]=[CH:17]4)=[CH:13][CH:12]=[CH:11][CH:10]=3)=[CH:4][CH:3]=1.O1CCCC1.C([Li])CCC.[Br:38][C:39]1[CH:40]=[C:41]([CH:45]=[CH:46][CH:47]=1)[C:42](Cl)=[O:43]. (3) Given the product [Cl:35][C:30]1[CH:31]=[CH:3][CH:4]=[CH:5][C:6]=1[N:7]([CH:11]([CH3:12])[CH3:10])[C:18]([C:10]1[N:9]=[N:8][N:7]([CH2:6][C:5]2[CH:21]=[C:22]([C:24]([F:26])([F:25])[F:27])[CH:23]=[C:3]([C:2]([F:28])([F:1])[F:29])[CH:4]=2)[C:11]=1[C:12]1[CH:17]=[CH:16][CH:15]=[CH:14][CH:13]=1)=[O:19], predict the reactants needed to synthesize it. The reactants are: [F:1][C:2]([F:29])([F:28])[C:3]1[CH:4]=[C:5]([CH:21]=[C:22]([C:24]([F:27])([F:26])[F:25])[CH:23]=1)[CH2:6][N:7]1[C:11]([C:12]2[CH:17]=[CH:16][CH:15]=[CH:14][CH:13]=2)=[C:10]([C:18](O)=[O:19])[N:9]=[N:8]1.[C:30]([Cl:35])(=O)[C:31](Cl)=O. (4) Given the product [Si:17]([O:12][CH:9]1[CH2:10][C:11]2[C:2]([NH2:1])=[CH:3][CH:4]=[CH:5][C:6]=2[CH2:7][CH2:8]1)([C:13]([CH3:16])([CH3:15])[CH3:14])([CH3:19])[CH3:18], predict the reactants needed to synthesize it. The reactants are: [NH2:1][C:2]1[CH:3]=[CH:4][CH:5]=[C:6]2[C:11]=1[CH2:10][CH:9]([OH:12])[CH2:8][CH2:7]2.[C:13]([Si:17](Cl)([CH3:19])[CH3:18])([CH3:16])([CH3:15])[CH3:14].N1C=CN=C1.